From a dataset of Full USPTO retrosynthesis dataset with 1.9M reactions from patents (1976-2016). Predict the reactants needed to synthesize the given product. (1) Given the product [C:1]([C:5]1[CH:9]=[C:8]([NH:10][C:11](=[O:37])[NH:12][C:13]2[C:22]3[C:17](=[CH:18][CH:19]=[CH:20][CH:21]=3)[C:16]([O:23][CH2:24][C:25]3[CH:30]=[CH:29][N:28]=[C:27]([NH:31][C:32](=[O:36])[CH2:33][O:34][CH3:35])[CH:26]=3)=[CH:15][CH:14]=2)[N:7]([C:38]2[CH:43]=[CH:42][C:41]([CH2:44][OH:45])=[CH:40][CH:39]=2)[N:6]=1)([CH3:4])([CH3:2])[CH3:3], predict the reactants needed to synthesize it. The reactants are: [C:1]([C:5]1[CH:9]=[C:8]([NH:10][C:11](=[O:37])[NH:12][C:13]2[C:22]3[C:17](=[CH:18][CH:19]=[CH:20][CH:21]=3)[C:16]([O:23][CH2:24][C:25]3[CH:30]=[CH:29][N:28]=[C:27]([NH:31][C:32](=[O:36])[CH2:33][O:34][CH3:35])[CH:26]=3)=[CH:15][CH:14]=2)[N:7]([C:38]2[CH:43]=[CH:42][C:41]([CH2:44][O:45][Si](C(C)(C)C)(C)C)=[CH:40][CH:39]=2)[N:6]=1)([CH3:4])([CH3:3])[CH3:2].CCCC[N+](CCCC)(CCCC)CCCC.[F-]. (2) Given the product [Br:13][C:10]1[CH:11]=[CH:12][C:7]([C:15]([OH:16])([CH3:17])[CH3:14])=[N:8][CH:9]=1, predict the reactants needed to synthesize it. The reactants are: C([Li])CCC.Br[C:7]1[CH:12]=[CH:11][C:10]([Br:13])=[CH:9][N:8]=1.[CH3:14][C:15]([CH3:17])=[O:16].[Cl-].[NH4+]. (3) Given the product [NH2:8][C:16]1[N:17]=[C:18]([CH3:53])[C:19]([CH2:23][NH:24][C:25]2[C:26]3[C:27](=[N:31][N:32]([CH2:34][C:35]4[CH:36]=[CH:37][C:38]([CH2:41][N:42]5[CH:47]=[C:46]([C:48]([F:51])([F:50])[F:49])[CH:45]=[CH:44][C:43]5=[O:52])=[CH:39][CH:40]=4)[CH:33]=3)[N:28]=[CH:29][N:30]=2)=[C:20]([CH3:22])[CH:21]=1, predict the reactants needed to synthesize it. The reactants are: C(OC([N:8]([C:16]1[CH:21]=[C:20]([CH3:22])[C:19]([CH2:23][NH:24][C:25]2[C:26]3[C:27](=[N:31][N:32]([CH2:34][C:35]4[CH:40]=[CH:39][C:38]([CH2:41][N:42]5[CH:47]=[C:46]([C:48]([F:51])([F:50])[F:49])[CH:45]=[CH:44][C:43]5=[O:52])=[CH:37][CH:36]=4)[CH:33]=3)[N:28]=[CH:29][N:30]=2)=[C:18]([CH3:53])[N:17]=1)C(=O)OC(C)(C)C)=O)(C)(C)C.Cl. (4) The reactants are: [B:1]([OH:4])([OH:3])[OH:2].[CH2:5]([O:9][CH2:10][CH2:11][O:12][CH2:13][CH2:14][O:15][CH2:16][CH2:17]O)[CH2:6][CH2:7][CH3:8].[CH2:19]([N:23]([CH2:27][CH2:28][CH2:29][CH3:30])[CH2:24][CH2:25][OH:26])[CH2:20][CH2:21][CH3:22]. Given the product [CH2:19]([N:23]([CH2:27][CH2:28][CH2:29][CH3:30])[CH2:24][CH2:25][OH:26])[CH2:20][CH2:21][CH3:22].[B:1]([O-:4])([O-:3])[O:2][CH2:17][CH2:16][O:15][CH2:14][CH2:13][O:12][CH2:11][CH2:10][O:9][CH2:5][CH2:6][CH2:7][CH3:8], predict the reactants needed to synthesize it. (5) Given the product [CH3:13][N:14]([CH3:16])/[CH:15]=[CH:2]/[C:1]([C:4]1[CH:9]=[CH:8][CH:7]=[CH:6][CH:5]=1)=[O:3], predict the reactants needed to synthesize it. The reactants are: [C:1]([C:4]1[CH:9]=[CH:8][CH:7]=[CH:6][CH:5]=1)(=[O:3])[CH3:2].C(O[CH:13](OCC)[N:14]([CH3:16])[CH3:15])C. (6) The reactants are: [Cl:1][C:2]1[CH:18]=[CH:17][CH:16]=[C:15]([N+:19]([O-:21])=[O:20])[C:3]=1[C:4]([NH:6][C:7]1[C:12]([F:13])=[CH:11][N:10]=[CH:9][C:8]=1[F:14])=O.S(Cl)([Cl:24])=O. Given the product [Cl:1][C:2]1[CH:18]=[CH:17][CH:16]=[C:15]([N+:19]([O-:21])=[O:20])[C:3]=1[C:4]([Cl:24])=[N:6][C:7]1[C:12]([F:13])=[CH:11][N:10]=[CH:9][C:8]=1[F:14], predict the reactants needed to synthesize it. (7) The reactants are: [C:1]1([C:7]2[C:8]([CH:16]=[CH2:17])=[C:9]([C:12]([O:14][CH3:15])=[O:13])[O:10][CH:11]=2)[CH:6]=[CH:5][CH:4]=[CH:3][CH:2]=1. Given the product [CH2:16]([C:8]1[C:7]([C:1]2[CH:6]=[CH:5][CH:4]=[CH:3][CH:2]=2)=[CH:11][O:10][C:9]=1[C:12]([O:14][CH3:15])=[O:13])[CH3:17], predict the reactants needed to synthesize it. (8) Given the product [CH:10]1[C:11]2[C:12](=[CH:14][C:15]([NH:17][CH2:18][CH2:19][CH2:20][CH2:21][CH2:22][C:23]([NH:62][C:59]3[CH:60]=[CH:61][C:56]([CH3:55])=[CH:57][C:58]=3[NH2:63])=[O:24])=[O:16])[C:13]3[C:5](=[CH:4][CH:3]=[CH:2][CH:1]=3)[C:6]=2[CH:7]=[CH:8][CH:9]=1, predict the reactants needed to synthesize it. The reactants are: [CH:1]1[C:13]2[C:12](=[CH:14][C:15]([NH:17][CH2:18][CH2:19][CH2:20][CH2:21][CH2:22][C:23](O)=[O:24])=[O:16])[C:11]3[C:6](=[CH:7][CH:8]=[CH:9][CH:10]=3)[C:5]=2[CH:4]=[CH:3][CH:2]=1.Cl.C(N=C=NCCCN(C)C)C.OC1C2N=NNC=2C=CC=1.C(N(CC)CC)C.[CH3:55][C:56]1[CH:61]=[CH:60][C:59]([NH2:62])=[C:58]([NH2:63])[CH:57]=1. (9) Given the product [CH2:1]([N:8]([CH2:19][C:20]1[CH:33]=[CH:32][C:23]([O:24][C:25]2[CH:26]=[C:27]([CH:28]=[CH:29][CH:30]=2)[O:31][CH2:35][CH2:36][CH2:37][N:38]2[C:42](=[O:43])[C:41]3[C:40](=[CH:47][CH:46]=[CH:45][CH:44]=3)[C:39]2=[O:48])=[CH:22][CH:21]=1)[C:9]1[CH:14]=[CH:13][CH:12]=[C:11]([N+:15]([O-:17])=[O:16])[C:10]=1[CH3:18])[C:2]1[CH:3]=[CH:4][CH:5]=[CH:6][CH:7]=1, predict the reactants needed to synthesize it. The reactants are: [CH2:1]([N:8]([CH2:19][C:20]1[CH:33]=[CH:32][C:23]([O:24][C:25]2[CH:26]=[C:27]([OH:31])[CH:28]=[CH:29][CH:30]=2)=[CH:22][CH:21]=1)[C:9]1[CH:14]=[CH:13][CH:12]=[C:11]([N+:15]([O-:17])=[O:16])[C:10]=1[CH3:18])[C:2]1[CH:7]=[CH:6][CH:5]=[CH:4][CH:3]=1.O[CH2:35][CH2:36][CH2:37][N:38]1[C:42](=[O:43])[C:41]2=[CH:44][CH:45]=[CH:46][CH:47]=[C:40]2[C:39]1=[O:48].